From a dataset of Full USPTO retrosynthesis dataset with 1.9M reactions from patents (1976-2016). Predict the reactants needed to synthesize the given product. (1) Given the product [NH2:7][CH:6]1[CH2:8][C:41]2[CH:42]=[C:43]([NH:44][C:2]3[N:7]=[C:6]([C:8]4[C:9]([C:17]5[CH:22]=[C:21]([NH:23][C:24](=[O:31])[CH2:25][C:26]6[S:27][CH:28]=[CH:29][CH:30]=6)[CH:20]=[CH:19][CH:18]=5)=[N:10][N:11]5[CH:16]=[CH:15][CH:14]=[CH:13][C:12]=45)[CH:5]=[CH:4][N:3]=3)[CH:45]=[CH:46][C:47]=2[CH2:4][CH2:5]1, predict the reactants needed to synthesize it. The reactants are: Cl[C:2]1[N:7]=[C:6]([C:8]2[C:9]([C:17]3[CH:18]=[CH:19][C:20](OC)=[C:21]([NH:23][C:24](=[O:31])[CH2:25][C:26]4[S:27][CH:28]=[CH:29][CH:30]=4)[CH:22]=3)=[N:10][N:11]3[CH:16]=[CH:15][CH:14]=[CH:13][C:12]=23)[CH:5]=[CH:4][N:3]=1.Cl.Cl.CN(C)CCO[C:41]1[CH:42]=[C:43]([CH:45]=[CH:46][CH:47]=1)[NH2:44]. (2) Given the product [Br:26][C:27]1[CH:28]=[CH:29][C:30]([NH:33]/[CH:3]=[C:4]2\[C:5](=[O:20])[NH:6][C:7](=[O:19])[C:8]3[C:13]\2=[CH:12][C:11]([N:14]2[CH:15]=[CH:16][CH:17]=[CH:18]2)=[CH:10][CH:9]=3)=[N:31][CH:32]=1, predict the reactants needed to synthesize it. The reactants are: CO/[CH:3]=[C:4]1/[C:5](=[O:20])[NH:6][C:7](=[O:19])[C:8]2[C:13]/1=[CH:12][C:11]([N:14]1[CH:18]=[CH:17][CH:16]=[CH:15]1)=[CH:10][CH:9]=2.CN(C)C=O.[Br:26][C:27]1[CH:28]=[CH:29][C:30]([NH2:33])=[N:31][CH:32]=1. (3) Given the product [F:1][C:2]1[CH:10]=[CH:9][CH:8]=[C:7]2[C:3]=1[CH2:4][CH2:5][N:6]2[C:34](=[O:35])[CH2:33][C:28]1[N:27]=[C:26]([O:25][CH3:24])[CH:31]=[C:30]([Cl:32])[N:29]=1, predict the reactants needed to synthesize it. The reactants are: [F:1][C:2]1[CH:10]=[CH:9][CH:8]=[C:7]2[C:3]=1[CH2:4][CH2:5][NH:6]2.Cl.CN(C)CCCN=C=NCC.[Na].[CH3:24][O:25][C:26]1[CH:31]=[C:30]([Cl:32])[N:29]=[C:28]([CH2:33][C:34](O)=[O:35])[N:27]=1.Cl. (4) The reactants are: C[O:2][C:3](=O)[CH2:4][C:5]1[CH:10]=[CH:9][N:8]=[CH:7][C:6]=1[C:11]#[N:12].[BH4-].[Na+].[Cl-].[NH4+]. Given the product [OH:2][CH2:3][CH2:4][C:5]1[C:6]([C:11]#[N:12])=[CH:7][N:8]=[CH:9][CH:10]=1, predict the reactants needed to synthesize it. (5) Given the product [F:18][C:19]1[C:24]([NH:25][N:26]=[CH:12][C:11]2[CH:14]=[CH:15][CH:16]=[CH:17][C:10]=2[CH:3]2[C:2]([CH3:1])=[C:6]([CH3:7])[C:5]([CH3:8])=[C:4]2[CH3:9])=[C:23]([F:27])[C:22]([F:28])=[C:21]([F:29])[C:20]=1[F:30], predict the reactants needed to synthesize it. The reactants are: [CH3:1][C:2]1[CH:3]([C:10]2[CH:17]=[CH:16][CH:15]=[CH:14][C:11]=2[CH:12]=O)[C:4]([CH3:9])=[C:5]([CH3:8])[C:6]=1[CH3:7].[F:18][C:19]1[C:24]([NH:25][NH2:26])=[C:23]([F:27])[C:22]([F:28])=[C:21]([F:29])[C:20]=1[F:30]. (6) Given the product [CH2:27]([C:34]1[O:35][C:36]2[CH:56]=[CH:55][CH:54]=[CH:53][C:37]=2[C:38]=1[C:39]1[CH:40]=[CH:41][C:42]([B:10]2[O:11][C:12]([CH3:17])([CH3:18])[C:13]([CH3:15])([CH3:16])[O:14]2)=[CH:43][CH:44]=1)[C:28]1[CH:29]=[CH:30][CH:31]=[CH:32][CH:33]=1, predict the reactants needed to synthesize it. The reactants are: [B:10]1([B:10]2[O:14][C:13]([CH3:16])([CH3:15])[C:12]([CH3:18])([CH3:17])[O:11]2)[O:14][C:13]([CH3:16])([CH3:15])[C:12]([CH3:18])([CH3:17])[O:11]1.[O-]S(C(F)(F)F)(=O)=O.[CH2:27]([C:34]1[O:35][C:36]2[CH:56]=[CH:55][CH:54]=[CH:53][C:37]=2[C:38]=1[C:39]1[CH:44]=[CH:43][C:42](OS(C(F)(F)F)(=O)=O)=[CH:41][CH:40]=1)[C:28]1[CH:33]=[CH:32][CH:31]=[CH:30][CH:29]=1.C([O-])(=O)C.[K+]. (7) Given the product [Br:1][C:2]1[CH:7]=[N:6][C:5]2[CH2:8][CH2:9][N:12]3[C:13]4[CH:14]=[CH:15][CH:16]=[C:17]([F:20])[C:18]=4[CH:19]=[C:11]3[C:4]=2[CH:3]=1, predict the reactants needed to synthesize it. The reactants are: [Br:1][C:2]1[CH:3]=[C:4]([C:11]2[NH:12][C:13]3[C:18]([CH:19]=2)=[C:17]([F:20])[CH:16]=[CH:15][CH:14]=3)[C:5]([CH2:8][CH2:9]Cl)=[N:6][CH:7]=1.C(=O)([O-])[O-].[Cs+].[Cs+]. (8) Given the product [Cl:17][C:7]1[C:6]([C:11]([F:14])([F:13])[F:12])=[CH:5][C:4]([N+:1]([O-:3])=[O:2])=[CH:9][N:8]=1, predict the reactants needed to synthesize it. The reactants are: [N+:1]([C:4]1[CH:5]=[C:6]([C:11]([F:14])([F:13])[F:12])[C:7](=O)[NH:8][CH:9]=1)([O-:3])=[O:2].O=P(Cl)(Cl)[Cl:17].P(Cl)(Cl)(Cl)(Cl)Cl.C([O-])(O)=O.[Na+]. (9) Given the product [CH3:26][NH:25][C:23](=[O:24])[C:22]1[CH:27]=[CH:28][CH:29]=[CH:30][CH:21]=1, predict the reactants needed to synthesize it. The reactants are: O1C(N)CCOC2C=CC=CC1=2.ClC1N=C(N[C:21]2[CH:30]=[CH:29][CH:28]=[CH:27][C:22]=2[C:23]([NH:25][CH3:26])=[O:24])C(Cl)=CN=1. (10) Given the product [CH:15]1[CH:14]=[C:13]([O-:12])[C:22]2[N:21]=[CH:20][CH:19]=[CH:18][C:17]=2[CH:16]=1.[CH:15]1[CH:14]=[C:13]([O-:12])[C:22]2[N:21]=[CH:20][CH:19]=[CH:18][C:17]=2[CH:16]=1.[Zn+2:7], predict the reactants needed to synthesize it. The reactants are: O.O.C([O-])(=O)C.[Zn+2:7].C([O-])(=O)C.[OH:12][C:13]1[CH:14]=[CH:15][CH:16]=[C:17]2[C:22]=1[N:21]=[CH:20][CH:19]=[CH:18]2.